Dataset: Full USPTO retrosynthesis dataset with 1.9M reactions from patents (1976-2016). Task: Predict the reactants needed to synthesize the given product. Given the product [CH2:35]([CH:30]([CH2:29][C:24]1[NH:25][C:26]2[C:22]([CH:23]=1)=[CH:21][C:20]([O:19][CH2:3][CH:45]([NH:46][C:47]1[CH:52]=[CH:51][CH:50]=[CH:49][N:48]=1)[CH3:44])=[CH:28][CH:27]=2)[C:31]([O:33][CH3:34])=[O:32])[C:36]1[CH:37]=[CH:38][CH:39]=[CH:40][CH:41]=1, predict the reactants needed to synthesize it. The reactants are: N(C(N1CCCCC1)=O)=N[C:3](N1CCCCC1)=O.[OH:19][C:20]1[CH:21]=[C:22]2[C:26](=[CH:27][CH:28]=1)[NH:25][C:24]([CH2:29][CH:30]([CH2:35][C:36]1[CH:41]=[CH:40][CH:39]=[CH:38][CH:37]=1)[C:31]([O:33][CH3:34])=[O:32])=[CH:23]2.OC[CH2:44][CH2:45][NH:46][C:47]1[CH:52]=[CH:51][CH:50]=[CH:49][N:48]=1.C(P(CCCC)CCCC)CCC.